Dataset: Catalyst prediction with 721,799 reactions and 888 catalyst types from USPTO. Task: Predict which catalyst facilitates the given reaction. (1) Reactant: [CH2:1]([C:3]1[C:10]([C:11]2[CH:12]=[N:13][C:14]([C:17]3[CH:22]=[CH:21][C:20]([O:23][CH:24]([CH3:26])[CH3:25])=[C:19]([C:27]([F:30])([F:29])[F:28])[CH:18]=3)=[N:15][CH:16]=2)=[CH:9][CH:8]=[CH:7][C:4]=1[CH:5]=O)[CH3:2].[NH2:31][C:32]1([C:35]([OH:37])=[O:36])[CH2:34][CH2:33]1.C(O[BH-](OC(=O)C)OC(=O)C)(=O)C.[Na+].C([O-])(O)=O.[Na+]. Product: [CH2:1]([C:3]1[C:10]([C:11]2[CH:16]=[N:15][C:14]([C:17]3[CH:22]=[CH:21][C:20]([O:23][CH:24]([CH3:26])[CH3:25])=[C:19]([C:27]([F:29])([F:30])[F:28])[CH:18]=3)=[N:13][CH:12]=2)=[CH:9][CH:8]=[CH:7][C:4]=1[CH2:5][NH:31][C:32]1([C:35]([OH:37])=[O:36])[CH2:34][CH2:33]1)[CH3:2]. The catalyst class is: 212. (2) The catalyst class is: 4. Product: [NH2:9][C:10]([NH2:12])=[S:11].[C:1]([N:12]1[C:21]2[C:16](=[CH:17][CH:18]=[CH:19][CH:20]=2)[CH2:15][CH2:14][CH2:13]1)(=[O:8])[C:2]1[CH:7]=[CH:6][CH:5]=[CH:4][CH:3]=1. Reactant: [C:1]([N:9]=[C:10]=[S:11])(=[O:8])[C:2]1[CH:7]=[CH:6][CH:5]=[CH:4][CH:3]=1.[NH:12]1[C:21]2[C:16](=[CH:17][CH:18]=[CH:19][CH:20]=2)[CH2:15][CH2:14][CH2:13]1. (3) Reactant: [Br:1][C:2]1[CH:10]=[C:9]2[C:5]([CH2:6][C:7]3([CH2:16][CH2:15][CH:14]([OH:17])[CH2:13][CH2:12]3)[C:8]2=[O:11])=[CH:4][CH:3]=1.[CH3:18]C(C)([O-])C.[K+].CI.O. Product: [Br:1][C:2]1[CH:10]=[C:9]2[C:5]([CH2:6][C:7]3([CH2:16][CH2:15][CH:14]([O:17][CH3:18])[CH2:13][CH2:12]3)[C:8]2=[O:11])=[CH:4][CH:3]=1. The catalyst class is: 1. (4) Reactant: [Cl:1][C:2]1[CH:7]=[CH:6][C:5]([CH:8]([C:20]2[CH:25]=[CH:24][C:23]([Cl:26])=[CH:22][CH:21]=2)[C:9]2[CH:10]=[C:11]3[C:16](=[CH:17][CH:18]=2)[N:15]=[CH:14][N:13]=[C:12]3Cl)=[CH:4][CH:3]=1.[C:27]1([CH2:33][CH2:34][NH2:35])[CH:32]=[CH:31][CH:30]=[CH:29][CH:28]=1.CC(O)C. Product: [Cl:1][C:2]1[CH:3]=[CH:4][C:5]([CH:8]([C:20]2[CH:25]=[CH:24][C:23]([Cl:26])=[CH:22][CH:21]=2)[C:9]2[CH:10]=[C:11]3[C:16](=[CH:17][CH:18]=2)[N:15]=[CH:14][N:13]=[C:12]3[NH:35][CH2:34][CH2:33][C:27]2[CH:32]=[CH:31][CH:30]=[CH:29][CH:28]=2)=[CH:6][CH:7]=1. The catalyst class is: 66. (5) Reactant: [OH:1][C@H:2]1[CH2:7][CH2:6][C@H:5]([NH:8][C:9]2[CH:17]=[C:16]([N:18]3[C:26]4[CH2:25][C:24]([CH3:28])([CH3:27])[CH2:23][C:22](=[O:29])[C:21]=4[C:20]([CH3:30])=[CH:19]3)[CH:15]=[CH:14][C:10]=2[C:11]([NH2:13])=[O:12])[CH2:4][CH2:3]1.Cl.Cl[CH2:33][CH2:34][N:35]1[CH2:40][CH2:39][O:38][CH2:37][CH2:36]1.[H-].[Na+].[I-].[K+]. Product: [N:35]1([CH2:34][CH2:33][O:1][C@H:2]2[CH2:7][CH2:6][C@H:5]([NH:8][C:9]3[CH:17]=[C:16]([N:18]4[C:26]5[CH2:25][C:24]([CH3:27])([CH3:28])[CH2:23][C:22](=[O:29])[C:21]=5[C:20]([CH3:30])=[CH:19]4)[CH:15]=[CH:14][C:10]=3[C:11]([NH2:13])=[O:12])[CH2:4][CH2:3]2)[CH2:40][CH2:39][O:38][CH2:37][CH2:36]1. The catalyst class is: 18. (6) Reactant: C(O[CH2:5][C:6]1[C:11]([CH2:12][OH:13])=[C:10]([CH:14]2[CH2:16][CH2:15]2)[N:9]=[C:8]([CH3:17])[C:7]=1[O:18][C:19](=[O:21])[CH3:20])(O)=O. Product: [OH:13][CH2:12][C:11]1[C:6]([CH3:5])=[C:7]([O:18][C:19](=[O:21])[CH3:20])[C:8]([CH3:17])=[N:9][C:10]=1[CH2:14][CH2:15][CH3:16]. The catalyst class is: 838. (7) Reactant: [CH2:1]([O:3][C:4]([C:6]1[CH:35]=[CH:34][C:9]2[N:10]=[C:11]([NH:13][CH:14]3[CH2:19][CH2:18][N:17]([CH2:20][C:21]4[CH:26]=[C:25]([O:27][CH2:28][CH3:29])[C:24](F)=[C:23]([O:31][CH2:32][CH3:33])[CH:22]=4)[CH2:16][CH2:15]3)[S:12][C:8]=2[CH:7]=1)=[O:5])[CH3:2].C(OC1C=C(C=O)C=C(OCC)C=1[C:50]1[CH:55]=[CH:54][C:53]([F:56])=[CH:52][CH:51]=1)C.C([BH3-])#N.[Na+].C(N(C(C)C)C(C)C)C. Product: [CH2:1]([O:3][C:4]([C:6]1[CH:35]=[CH:34][C:9]2[N:10]=[C:11]([NH:13][CH:14]3[CH2:19][CH2:18][N:17]([CH2:20][C:21]4[CH:26]=[C:25]([O:27][CH2:28][CH3:29])[C:24]([C:50]5[CH:55]=[CH:54][C:53]([F:56])=[CH:52][CH:51]=5)=[C:23]([O:31][CH2:32][CH3:33])[CH:22]=4)[CH2:16][CH2:15]3)[S:12][C:8]=2[CH:7]=1)=[O:5])[CH3:2]. The catalyst class is: 212.